From a dataset of Full USPTO retrosynthesis dataset with 1.9M reactions from patents (1976-2016). Predict the reactants needed to synthesize the given product. (1) Given the product [CH3:39][S:40]([O:31][CH2:30][CH2:29][N:4]([CH2:3][CH2:2][Cl:1])[C:5]1[C:6]([C:7]([NH:9][CH2:10][CH2:11][O:12][CH:13]2[CH2:18][CH2:17][CH2:16][CH2:15][O:14]2)=[O:8])=[CH:19][C:20]([N+:26]([O-:28])=[O:27])=[CH:21][C:22]=1[N+:23]([O-:25])=[O:24])(=[O:42])=[O:41], predict the reactants needed to synthesize it. The reactants are: [Cl:1][CH2:2][CH2:3][N:4]([CH2:29][CH2:30][OH:31])[C:5]1[C:22]([N+:23]([O-:25])=[O:24])=[CH:21][C:20]([N+:26]([O-:28])=[O:27])=[CH:19][C:6]=1[C:7]([NH:9][CH2:10][CH2:11][O:12][CH:13]1[CH2:18][CH2:17][CH2:16][CH2:15][O:14]1)=[O:8].CCN(CC)CC.[CH3:39][S:40](Cl)(=[O:42])=[O:41].C([O-])(O)=O.[Na+]. (2) Given the product [CH2:1]([O:3][C:4](=[O:14])[CH2:5][C:6]1[C:7]([Cl:13])=[N:8][CH:9]=[C:10]([C:23]2[CH:30]=[CH:29][C:28]([C:31]([F:34])([F:33])[F:32])=[CH:27][C:24]=2[CH:25]=[O:26])[CH:11]=1)[CH3:2], predict the reactants needed to synthesize it. The reactants are: [CH2:1]([O:3][C:4](=[O:14])[CH2:5][C:6]1[C:7]([Cl:13])=[N:8][CH:9]=[C:10](Br)[CH:11]=1)[CH3:2].CC1(C)C(C)(C)OB([C:23]2[CH:30]=[CH:29][C:28]([C:31]([F:34])([F:33])[F:32])=[CH:27][C:24]=2[CH:25]=[O:26])O1. (3) Given the product [Br:7][C:8]1[CH:13]=[CH:12][C:11]([S:14]([N:1]2[CH2:6][CH2:5][CH2:4][CH2:3][CH2:2]2)(=[O:16])=[O:15])=[CH:10][CH:9]=1, predict the reactants needed to synthesize it. The reactants are: [NH:1]1[CH2:6][CH2:5][CH2:4][CH2:3][CH2:2]1.[Br:7][C:8]1[CH:13]=[CH:12][C:11]([S:14](Cl)(=[O:16])=[O:15])=[CH:10][CH:9]=1.[OH-].[Na+]. (4) Given the product [CH2:1]([C:3]1[C:4]2[O:14][C:22]([C:23]([O:25][CH2:26][CH3:27])=[O:24])=[CH:6][C:5]=2[CH:8]=[C:9]([N+:11]([O-:13])=[O:12])[CH:10]=1)[CH3:2], predict the reactants needed to synthesize it. The reactants are: [CH2:1]([C:3]1[C:4]([OH:14])=[C:5]([CH:8]=[C:9]([N+:11]([O-:13])=[O:12])[CH:10]=1)[CH:6]=O)[CH3:2].C(=O)([O-])[O-].[K+].[K+].Br[CH2:22][C:23]([O:25][CH2:26][CH3:27])=[O:24].O. (5) Given the product [NH2:14][C:12]1[CH:13]=[C:8]([CH:9]=[C:10]([O:18][CH3:19])[C:11]=1[CH3:17])[C:7]([NH:6][CH2:5][C:4]1[CH:21]=[CH:22][CH:23]=[C:2]([Cl:1])[CH:3]=1)=[O:20], predict the reactants needed to synthesize it. The reactants are: [Cl:1][C:2]1[CH:3]=[C:4]([CH:21]=[CH:22][CH:23]=1)[CH2:5][NH:6][C:7](=[O:20])[C:8]1[CH:13]=[C:12]([N+:14]([O-])=O)[C:11]([CH3:17])=[C:10]([O:18][CH3:19])[CH:9]=1.[Sn](Cl)Cl.NC1C=CC=CC=1. (6) Given the product [Br:8][C:9]1[C:10]([CH:20]=[O:21])=[CH:11][C:12]([O:15][CH3:16])=[N:13][CH:14]=1, predict the reactants needed to synthesize it. The reactants are: [Li]CCCC.N#N.[Br:8][C:9]1[CH:10]=[CH:11][C:12]([O:15][CH3:16])=[N:13][CH:14]=1.CN([CH:20]=[O:21])C.